Dataset: NCI-60 drug combinations with 297,098 pairs across 59 cell lines. Task: Regression. Given two drug SMILES strings and cell line genomic features, predict the synergy score measuring deviation from expected non-interaction effect. (1) Drug 1: CC1C(C(CC(O1)OC2CC(CC3=C2C(=C4C(=C3O)C(=O)C5=C(C4=O)C(=CC=C5)OC)O)(C(=O)C)O)N)O.Cl. Drug 2: C1C(C(OC1N2C=NC3=C(N=C(N=C32)Cl)N)CO)O. Cell line: MOLT-4. Synergy scores: CSS=84.2, Synergy_ZIP=-2.15, Synergy_Bliss=-2.56, Synergy_Loewe=-3.19, Synergy_HSA=-0.265. (2) Drug 1: COC1=NC(=NC2=C1N=CN2C3C(C(C(O3)CO)O)O)N. Drug 2: C(CC(=O)O)C(=O)CN.Cl. Cell line: KM12. Synergy scores: CSS=8.11, Synergy_ZIP=-5.22, Synergy_Bliss=-6.77, Synergy_Loewe=-4.46, Synergy_HSA=-4.10. (3) Drug 1: CC1=C(N=C(N=C1N)C(CC(=O)N)NCC(C(=O)N)N)C(=O)NC(C(C2=CN=CN2)OC3C(C(C(C(O3)CO)O)O)OC4C(C(C(C(O4)CO)O)OC(=O)N)O)C(=O)NC(C)C(C(C)C(=O)NC(C(C)O)C(=O)NCCC5=NC(=CS5)C6=NC(=CS6)C(=O)NCCC[S+](C)C)O. Drug 2: C(CCl)NC(=O)N(CCCl)N=O. Cell line: NCI/ADR-RES. Synergy scores: CSS=43.9, Synergy_ZIP=-3.20, Synergy_Bliss=-6.64, Synergy_Loewe=-33.5, Synergy_HSA=-7.33. (4) Cell line: SW-620. Drug 1: CCCCCOC(=O)NC1=NC(=O)N(C=C1F)C2C(C(C(O2)C)O)O. Drug 2: C1C(C(OC1N2C=NC3=C2NC=NCC3O)CO)O. Synergy scores: CSS=-0.161, Synergy_ZIP=0.415, Synergy_Bliss=1.13, Synergy_Loewe=-1.56, Synergy_HSA=-1.36. (5) Cell line: NCI-H460. Drug 1: CN(C)C1=NC(=NC(=N1)N(C)C)N(C)C. Synergy scores: CSS=-1.97, Synergy_ZIP=-1.48, Synergy_Bliss=-5.05, Synergy_Loewe=-9.08, Synergy_HSA=-7.40. Drug 2: C(CC(=O)O)C(=O)CN.Cl. (6) Drug 1: CC1C(C(CC(O1)OC2CC(CC3=C2C(=C4C(=C3O)C(=O)C5=C(C4=O)C(=CC=C5)OC)O)(C(=O)CO)O)N)O.Cl. Drug 2: CC(CN1CC(=O)NC(=O)C1)N2CC(=O)NC(=O)C2. Cell line: NCI-H522. Synergy scores: CSS=15.4, Synergy_ZIP=3.87, Synergy_Bliss=6.01, Synergy_Loewe=-23.0, Synergy_HSA=4.49. (7) Drug 1: COC1=C(C=C2C(=C1)N=CN=C2NC3=CC(=C(C=C3)F)Cl)OCCCN4CCOCC4. Drug 2: C1=NC2=C(N1)C(=S)N=CN2. Cell line: SN12C. Synergy scores: CSS=31.4, Synergy_ZIP=-5.93, Synergy_Bliss=-2.45, Synergy_Loewe=-1.76, Synergy_HSA=0.726.